This data is from Forward reaction prediction with 1.9M reactions from USPTO patents (1976-2016). The task is: Predict the product of the given reaction. (1) Given the reactants [O:1]=[C:2]1[CH2:22][C:5]2[C:6]([C:19]([NH2:21])=O)=[N:7][N:8]([S:9]([C:12]3[CH:17]=[CH:16][C:15]([CH3:18])=[CH:14][CH:13]=3)(=[O:11])=[O:10])[C:4]=2[CH2:3]1.N1C(Cl)=NC(Cl)=NC=1Cl, predict the reaction product. The product is: [O:1]=[C:2]1[CH2:22][C:5]2[C:6]([C:19]#[N:21])=[N:7][N:8]([S:9]([C:12]3[CH:17]=[CH:16][C:15]([CH3:18])=[CH:14][CH:13]=3)(=[O:11])=[O:10])[C:4]=2[CH2:3]1. (2) Given the reactants [CH3:1][O:2][C:3]1[CH:8]=[CH:7][N:6]=[CH:5][C:4]=1[N+:9]([O-])=O, predict the reaction product. The product is: [CH3:1][O:2][C:3]1[CH:8]=[CH:7][N:6]=[CH:5][C:4]=1[NH2:9]. (3) Given the reactants [C:1]([C:5]1[CH:10]=[C:9](OC)[CH:8]=[C:7]([C:7]2[C:6](O)=[C:5]([C:1](C)(C)C)[CH:10]=[C:9](OC)[CH:8]=2)[C:6]=1O)(C)(C)C.P(Cl)([O-])[O-].[CH3:31][N:32]([CH2:34][CH2:35][CH2:36][CH3:37])[CH3:33], predict the reaction product. The product is: [C:5]1([CH3:1])[CH:10]=[CH:9][CH:8]=[CH:7][CH:6]=1.[CH3:31][N:32]([CH2:34][CH2:35][CH2:36][CH3:37])[CH3:33]. (4) Given the reactants [NH2:1][C:2]1[C:3]([CH3:18])=[C:4]([CH:15]=[CH:16][CH:17]=1)[C:5]([NH:7][C:8]1[CH:9]=[N:10][C:11]([NH2:14])=[N:12][CH:13]=1)=[O:6].CC1C=CC=CC=1C(N)=O.NC1C=CC(C)=C(C=1)C(NC1C=NC(N)=NC=1)=O.[F:47][C:48]([F:59])([F:58])[C:49]1[CH:50]=[C:51]([CH:55]=[CH:56][CH:57]=1)[C:52](Cl)=[O:53].CCN(CC)CC, predict the reaction product. The product is: [NH2:14][C:11]1[N:10]=[CH:9][C:8]([NH:7][C:5](=[O:6])[C:4]2[CH:15]=[CH:16][CH:17]=[C:2]([NH:1][C:52]([C:51]3[CH:55]=[CH:56][CH:57]=[C:49]([C:48]([F:47])([F:58])[F:59])[CH:50]=3)=[O:53])[C:3]=2[CH3:18])=[CH:13][N:12]=1.